Task: Predict the reaction yield, written as a fraction of the theoretical maximum amount of product (1.0 means a 100% yield; for example, 0.34 means a 34% yield).. Dataset: Reaction yield outcomes from USPTO patents with 853,638 reactions (1) The reactants are [CH:1]1([NH:6][C:7]2[CH:8]=[C:9]([F:25])[CH:10]=[C:11]3[C:15]=2[NH:14][C:13]([C:16]2[S:17][CH2:18][C@@H:19]([CH2:21][C:22](O)=[O:23])[N:20]=2)=[CH:12]3)[CH2:5][CH2:4][CH2:3][CH2:2]1.[C:26]([N:29]1[CH2:34][CH2:33][NH:32][CH2:31][CH2:30]1)(=[O:28])[CH3:27]. No catalyst specified. The product is [C:26]([N:29]1[CH2:34][CH2:33][N:32]([C:22](=[O:23])[CH2:21][C@@H:19]2[CH2:18][S:17][C:16]([C:13]3[NH:14][C:15]4[C:11]([CH:12]=3)=[CH:10][C:9]([F:25])=[CH:8][C:7]=4[NH:6][CH:1]3[CH2:2][CH2:3][CH2:4][CH2:5]3)=[N:20]2)[CH2:31][CH2:30]1)(=[O:28])[CH3:27]. The yield is 0.550. (2) The reactants are Cl[C:2]1[C:11]2[C:6](=[CH:7][CH:8]=[C:9]([O:12][CH3:13])[CH:10]=2)[N:5]=[C:4]([C:14]2[CH:21]=[CH:20][C:17]([C:18]#[N:19])=[CH:16][CH:15]=2)[CH:3]=1.[F-:22].[Cs+]. The catalyst is [N+](CCCC)(CCCC)(CCCC)CCCC.[Br-].CS(C)=O. The product is [F:22][C:2]1[C:11]2[C:6](=[CH:7][CH:8]=[C:9]([O:12][CH3:13])[CH:10]=2)[N:5]=[C:4]([C:14]2[CH:21]=[CH:20][C:17]([C:18]#[N:19])=[CH:16][CH:15]=2)[CH:3]=1. The yield is 0.317. (3) The catalyst is C(Cl)(Cl)Cl.O1CCCC1.CO. The yield is 0.930. The product is [C:11]1([CH:7]([C:1]2[CH:2]=[CH:3][CH:4]=[CH:5][CH:6]=2)[CH2:8][N:9]([CH3:10])[C:21](=[O:30])[CH:22]([OH:23])[C:24]2[CH:25]=[CH:26][CH:27]=[CH:28][CH:29]=2)[CH:12]=[CH:13][CH:14]=[CH:15][CH:16]=1. The reactants are [C:1]1([CH:7]([C:11]2[CH:16]=[CH:15][CH:14]=[CH:13][CH:12]=2)[CH2:8][NH:9][CH3:10])[CH:6]=[CH:5][CH:4]=[CH:3][CH:2]=1.C([ClH][C:21](=[O:30])[CH:22]([C:24]1[CH:29]=[CH:28][CH:27]=[CH:26][CH:25]=1)[OH:23])(=O)C.C(N(CC)CC)C.[OH-].[Li+]. (4) The reactants are [Cl-].O[NH3+:3].[C:4](=[O:7])([O-])[OH:5].[Na+].CS(C)=O.[Si]([O:20][CH:21]([CH:58]([F:60])[F:59])[CH2:22][O:23][C@H:24]1[CH2:29][CH2:28][C@H:27]([N:30]2[C:35](=[O:36])[C:34]([CH2:37][C:38]3[CH:43]=[CH:42][C:41]([C:44]4[C:45]([C:50]#[N:51])=[CH:46][CH:47]=[CH:48][CH:49]=4)=[CH:40][CH:39]=3)=[C:33]([CH2:52][CH2:53][CH3:54])[N:32]3[N:55]=[CH:56][N:57]=[C:31]23)[CH2:26][CH2:25]1)(C(C)(C)C)(C)C. The catalyst is O.C(OCC)(=O)C. The product is [F:60][CH:58]([F:59])[CH:21]([OH:20])[CH2:22][O:23][C@H:24]1[CH2:25][CH2:26][C@H:27]([N:30]2[C:35](=[O:36])[C:34]([CH2:37][C:38]3[CH:43]=[CH:42][C:41]([C:44]4[CH:49]=[CH:48][CH:47]=[CH:46][C:45]=4[C:50]4[NH:51][C:4](=[O:7])[O:5][N:3]=4)=[CH:40][CH:39]=3)=[C:33]([CH2:52][CH2:53][CH3:54])[N:32]3[N:55]=[CH:56][N:57]=[C:31]23)[CH2:28][CH2:29]1. The yield is 0.730. (5) The product is [F:1][C:2]1[CH:7]=[CH:6][C:5]([CH:8]([CH:10]2[CH2:15][CH2:14][N:13]([CH3:16])[CH2:12][CH2:11]2)[OH:9])=[CH:4][CH:3]=1. The yield is 0.900. The reactants are [F:1][C:2]1[CH:7]=[CH:6][C:5]([C:8]([CH:10]2[CH2:15][CH2:14][N:13]([CH3:16])[CH2:12][CH2:11]2)=[O:9])=[CH:4][CH:3]=1.[BH4-].[Na+]. The catalyst is CO. (6) The reactants are CC1C=C2N=C3C(=NC(NC3=O)=O)N(C[C@H](O)[C@H](O)[C@H](O)CO)C2=CC=1C.[F:28][C:29]1[CH:34]=[CH:33][C:32]([N:35]2[C:39](=[O:40])[N:38]([CH3:41])[N:37]=[N:36]2)=[CH:31][C:30]=1[N+:42]([O-])=O.CCO. The catalyst is [Pd].CC(O)=O. The product is [NH2:42][C:30]1[CH:31]=[C:32]([N:35]2[C:39](=[O:40])[N:38]([CH3:41])[N:37]=[N:36]2)[CH:33]=[CH:34][C:29]=1[F:28]. The yield is 1.00. (7) The reactants are [F:1][C:2]1[CH:3]=[CH:4][C:5]2[N:9]=[C:8]([C@@H:10]([NH2:13])[CH2:11][CH3:12])[N:7]([C:14]3[CH:19]=[CH:18][CH:17]=[CH:16][CH:15]=3)[C:6]=2[CH:20]=1.[NH2:21][C:22]1[C:27]([C:28]#[N:29])=[C:26](Cl)[N:25]=[CH:24][N:23]=1.CCN(C(C)C)C(C)C. The catalyst is CC(O)C. The product is [NH2:21][C:22]1[C:27]([C:28]#[N:29])=[C:26]([NH:13][C@H:10]([C:8]2[N:7]([C:14]3[CH:15]=[CH:16][CH:17]=[CH:18][CH:19]=3)[C:6]3[CH:20]=[C:2]([F:1])[CH:3]=[CH:4][C:5]=3[N:9]=2)[CH2:11][CH3:12])[N:25]=[CH:24][N:23]=1. The yield is 0.790.